From a dataset of Forward reaction prediction with 1.9M reactions from USPTO patents (1976-2016). Predict the product of the given reaction. (1) The product is: [Cl:1][C:2]1[N:7]=[CH:6][C:5]([C:8](=[O:12])[CH2:9][CH2:10][CH3:11])=[CH:4][CH:3]=1. Given the reactants [Cl:1][C:2]1[N:7]=[CH:6][C:5]([CH:8]([OH:12])[CH2:9][CH2:10][CH3:11])=[CH:4][CH:3]=1.[Cr](Cl)([O-])(=O)=O.[NH+]1C=CC=CC=1, predict the reaction product. (2) Given the reactants [Cl:1][C:2]1[CH:7]=[CH:6][CH:5]=[C:4]([Cl:8])[C:3]=1[S:9](Cl)(=[O:11])=[O:10].[NH3:13].Cl, predict the reaction product. The product is: [Cl:1][C:2]1[CH:7]=[CH:6][CH:5]=[C:4]([Cl:8])[C:3]=1[S:9]([NH2:13])(=[O:11])=[O:10]. (3) Given the reactants [Br:1][C:2]1[CH:7]=[CH:6][C:5]([C:8](=[N:13][OH:14])[CH2:9][N+:10]([O-:12])=[O:11])=[CH:4][CH:3]=1.CCN(C(C)C)C(C)C.Cl[C:25](=O)[C:26]([O:28][CH2:29][CH3:30])=[O:27].O.C(=O)(O)[O-].[Na+], predict the reaction product. The product is: [Br:1][C:2]1[CH:3]=[CH:4][C:5]([C:8]2[C:9]([N+:10]([O-:12])=[O:11])=[C:25]([C:26]([O:28][CH2:29][CH3:30])=[O:27])[O:14][N:13]=2)=[CH:6][CH:7]=1. (4) Given the reactants [Cl-].C[N+](C)(C)CCOC(=O)C=C.[C:13]([O:17][C:18](=[O:21])[CH:19]=[CH2:20])([CH3:16])([CH3:15])[CH3:14].[C:22]([NH2:26])(=[O:25])[CH:23]=[CH2:24], predict the reaction product. The product is: [C:13]([O:17][C:18](=[O:21])[CH:19]=[CH2:20])([CH3:16])([CH3:15])[CH3:14].[C:22]([NH2:26])(=[O:25])[CH:23]=[CH2:24]. (5) Given the reactants [CH2:1]([C:8]1[CH:17]=[C:16]2[C:11]([C:12]([OH:31])=[C:13]([C:26](OCC)=[O:27])[C:14](=[O:25])[N:15]2[CH2:18][C:19]2[N:20]([CH3:24])[CH:21]=[CH:22][N:23]=2)=[N:10][CH:9]=1)[C:2]1[CH:7]=[CH:6][CH:5]=[CH:4][CH:3]=1.[CH3:32][O:33][CH2:34][CH2:35][NH2:36], predict the reaction product. The product is: [CH2:1]([C:8]1[CH:17]=[C:16]2[C:11]([C:12]([OH:31])=[C:13]([C:26]([NH:36][CH2:35][CH2:34][O:33][CH3:32])=[O:27])[C:14](=[O:25])[N:15]2[CH2:18][C:19]2[N:20]([CH3:24])[CH:21]=[CH:22][N:23]=2)=[N:10][CH:9]=1)[C:2]1[CH:7]=[CH:6][CH:5]=[CH:4][CH:3]=1. (6) Given the reactants [F:1][C:2]1[CH:3]=[C:4]([O:9][C:10]2[CH:17]=[CH:16][C:15]([CH2:18][OH:19])=[CH:14][C:11]=2[C:12]#[N:13])[CH:5]=[N:6][C:7]=1[F:8].[H-].[Na+].Cl[C:23]1[CH:24]=[C:25]2[N:32]([C:33]([O:35][C:36]([CH3:39])([CH3:38])[CH3:37])=[O:34])[CH2:31][CH2:30][N:26]2[C:27](=[O:29])[N:28]=1, predict the reaction product. The product is: [C:12]([C:11]1[CH:14]=[C:15]([CH:16]=[CH:17][C:10]=1[O:9][C:4]1[CH:5]=[N:6][C:7]([F:8])=[C:2]([F:1])[CH:3]=1)[CH2:18][O:19][C:23]1[CH:24]=[C:25]2[N:32]([C:33]([O:35][C:36]([CH3:39])([CH3:38])[CH3:37])=[O:34])[CH2:31][CH2:30][N:26]2[C:27](=[O:29])[N:28]=1)#[N:13]. (7) The product is: [NH2:17][C:14]1[CH:13]=[CH:12][C:11]([C:9]([C:6]2[CH:7]=[CH:8][C:3]([N:2]([CH3:20])[CH3:1])=[CH:4][CH:5]=2)=[O:10])=[CH:16][CH:15]=1. Given the reactants [CH3:1][N:2]([CH3:20])[C:3]1[CH:8]=[CH:7][C:6]([C:9]([C:11]2[CH:16]=[CH:15][C:14]([N+:17]([O-])=O)=[CH:13][CH:12]=2)=[O:10])=[CH:5][CH:4]=1.[Sn](Cl)(Cl)(Cl)Cl, predict the reaction product. (8) The product is: [NH2:26][CH2:24][C:23]1[CH:27]=[CH:28][C:20]([CH2:19][N:4]2[C:5]([CH3:18])=[CH:6][C:7]([O:8][CH2:9][C:10]3[CH:15]=[CH:14][C:13]([F:16])=[CH:12][C:11]=3[F:17])=[C:2]([Cl:1])[C:3]2=[O:29])=[CH:21][CH:22]=1. Given the reactants [Cl:1][C:2]1[C:3](=[O:29])[N:4]([CH2:19][C:20]2[CH:28]=[CH:27][C:23]([C:24]([NH2:26])=O)=[CH:22][CH:21]=2)[C:5]([CH3:18])=[CH:6][C:7]=1[O:8][CH2:9][C:10]1[CH:15]=[CH:14][C:13]([F:16])=[CH:12][C:11]=1[F:17].CSC.B, predict the reaction product.